Dataset: NCI-60 drug combinations with 297,098 pairs across 59 cell lines. Task: Regression. Given two drug SMILES strings and cell line genomic features, predict the synergy score measuring deviation from expected non-interaction effect. (1) Drug 1: C1=CC(=C2C(=C1NCCNCCO)C(=O)C3=C(C=CC(=C3C2=O)O)O)NCCNCCO. Drug 2: C1=CC=C(C(=C1)C(C2=CC=C(C=C2)Cl)C(Cl)Cl)Cl. Cell line: HL-60(TB). Synergy scores: CSS=55.0, Synergy_ZIP=4.04, Synergy_Bliss=3.33, Synergy_Loewe=-31.5, Synergy_HSA=3.78. (2) Drug 1: C1=CC(=C2C(=C1NCCNCCO)C(=O)C3=C(C=CC(=C3C2=O)O)O)NCCNCCO. Drug 2: CC1=C(N=C(N=C1N)C(CC(=O)N)NCC(C(=O)N)N)C(=O)NC(C(C2=CN=CN2)OC3C(C(C(C(O3)CO)O)O)OC4C(C(C(C(O4)CO)O)OC(=O)N)O)C(=O)NC(C)C(C(C)C(=O)NC(C(C)O)C(=O)NCCC5=NC(=CS5)C6=NC(=CS6)C(=O)NCCC[S+](C)C)O. Cell line: OVCAR-8. Synergy scores: CSS=44.4, Synergy_ZIP=2.69, Synergy_Bliss=1.86, Synergy_Loewe=-4.80, Synergy_HSA=3.31. (3) Drug 1: CC1=C(C=C(C=C1)C(=O)NC2=CC(=CC(=C2)C(F)(F)F)N3C=C(N=C3)C)NC4=NC=CC(=N4)C5=CN=CC=C5. Drug 2: CC1CCC2CC(C(=CC=CC=CC(CC(C(=O)C(C(C(=CC(C(=O)CC(OC(=O)C3CCCCN3C(=O)C(=O)C1(O2)O)C(C)CC4CCC(C(C4)OC)O)C)C)O)OC)C)C)C)OC. Cell line: HCC-2998. Synergy scores: CSS=-5.15, Synergy_ZIP=2.29, Synergy_Bliss=-2.15, Synergy_Loewe=-3.84, Synergy_HSA=-5.56.